From a dataset of Catalyst prediction with 721,799 reactions and 888 catalyst types from USPTO. Predict which catalyst facilitates the given reaction. (1) Reactant: [CH3:1][O:2][C:3]1[CH:4]=[C:5]([OH:13])[C:6](=[CH:11][CH:12]=1)[C:7]([O:9][CH3:10])=[O:8].Br[CH2:15][C:16]1[CH:36]=[CH:35][C:19]([O:20][CH2:21][CH2:22][C:23]2[N:24]=[C:25]([C:29]3[CH:34]=[CH:33][CH:32]=[CH:31][CH:30]=3)[O:26][C:27]=2[CH3:28])=[CH:18][CH:17]=1.C(=O)([O-])[O-].[K+].[K+]. Product: [CH3:10][O:9][C:7](=[O:8])[C:6]1[CH:11]=[CH:12][C:3]([O:2][CH3:1])=[CH:4][C:5]=1[O:13][CH2:15][C:16]1[CH:17]=[CH:18][C:19]([O:20][CH2:21][CH2:22][C:23]2[N:24]=[C:25]([C:29]3[CH:34]=[CH:33][CH:32]=[CH:31][CH:30]=3)[O:26][C:27]=2[CH3:28])=[CH:35][CH:36]=1. The catalyst class is: 3. (2) Reactant: [NH2:1][CH:2]1[CH2:7][CH2:6][N:5]([C:8]([O:10][C:11]([CH3:14])([CH3:13])[CH3:12])=[O:9])[CH2:4][CH2:3]1.[NH2:15][C:16]1[NH:17][C:18](=O)[C:19]2[N:25]=[C:24]([C:26]3[CH:31]=[CH:30][C:29]([F:32])=[CH:28][CH:27]=3)[CH:23]=[CH:22][C:20]=2[N:21]=1. Product: [NH2:15][C:16]1[N:17]=[C:18]([NH:1][CH:2]2[CH2:3][CH2:4][N:5]([C:8]([O:10][C:11]([CH3:14])([CH3:13])[CH3:12])=[O:9])[CH2:6][CH2:7]2)[C:19]2[N:25]=[C:24]([C:26]3[CH:31]=[CH:30][C:29]([F:32])=[CH:28][CH:27]=3)[CH:23]=[CH:22][C:20]=2[N:21]=1. The catalyst class is: 12. (3) Reactant: [CH3:1][O:2][C:3]1[CH:4]=[C:5]([NH:11][C:12]2[C:17]([C:18]3[NH:19][C:20]([NH:23][C:24]4[CH:29]=[CH:28][CH:27]=[C:26]([NH2:30])[CH:25]=4)=[N:21][N:22]=3)=[CH:16][CH:15]=[CH:14][N:13]=2)[CH:6]=[C:7]([O:9][CH3:10])[CH:8]=1.[O:31]1[C:35]2[CH:36]=[CH:37][C:38]([CH:40]=O)=[CH:39][C:34]=2[O:33][CH2:32]1.C(O[BH-](OC(=O)C)OC(=O)C)(=O)C.[Na+].C(O)(=O)C. Product: [O:31]1[C:35]2[CH:36]=[CH:37][C:38]([CH2:40][NH:30][C:26]3[CH:27]=[CH:28][CH:29]=[C:24]([NH:23][C:20]4[NH:19][C:18]([C:17]5[C:12]([NH:11][C:5]6[CH:6]=[C:7]([O:9][CH3:10])[CH:8]=[C:3]([O:2][CH3:1])[CH:4]=6)=[N:13][CH:14]=[CH:15][CH:16]=5)=[N:22][N:21]=4)[CH:25]=3)=[CH:39][C:34]=2[O:33][CH2:32]1. The catalyst class is: 68. (4) Reactant: [OH2:1].Cl.O[NH2:4].C(=O)([O-])[O-].[Na+].[Na+].[O:11]1[C:15]2([CH2:20][CH2:19][CH2:18][CH2:17][CH2:16]2)[O:14][CH2:13][C@@H:12]1[CH:21]=O. Product: [O:11]1[C:15]2([CH2:20][CH2:19][CH2:18][CH2:17][CH2:16]2)[O:14][CH2:13][C@@H:12]1[CH:21]=[N:4][OH:1]. The catalyst class is: 1. (5) Reactant: [CH3:1][O:2][CH2:3][C:4]1[N:8]([CH3:9])[N:7]=[C:6]([C:10]([O:12]CC)=[O:11])[CH:5]=1.[Li+].[OH-]. Product: [CH3:1][O:2][CH2:3][C:4]1[N:8]([CH3:9])[N:7]=[C:6]([C:10]([OH:12])=[O:11])[CH:5]=1. The catalyst class is: 5. (6) Reactant: C(OC(=O)[NH:7][CH2:8][C:9]1[CH:14]=[C:13]([CH2:15][N:16]([CH2:18][CH2:19][N:20]([CH3:22])[CH3:21])[CH3:17])[CH:12]=[C:11]([Cl:23])[C:10]=1[F:24])(C)(C)C.Cl. Product: [NH2:7][CH2:8][C:9]1[CH:14]=[C:13]([CH:12]=[C:11]([Cl:23])[C:10]=1[F:24])[CH2:15][N:16]([CH3:17])[CH2:18][CH2:19][N:20]([CH3:22])[CH3:21]. The catalyst class is: 12. (7) Reactant: C[O:2][C:3]1[CH:10]=[CH:9][C:8]([C:11]([CH3:17])([CH3:16])[C:12]([F:15])([F:14])[F:13])=[CH:7][C:4]=1[CH:5]=[O:6].B(Br)(Br)Br. Product: [OH:2][C:3]1[CH:10]=[CH:9][C:8]([C:11]([CH3:17])([CH3:16])[C:12]([F:13])([F:14])[F:15])=[CH:7][C:4]=1[CH:5]=[O:6]. The catalyst class is: 2.